This data is from Reaction yield outcomes from USPTO patents with 853,638 reactions. The task is: Predict the reaction yield, written as a fraction of the theoretical maximum amount of product (1.0 means a 100% yield; for example, 0.34 means a 34% yield). (1) The reactants are [Br:1][C:2]1[CH:24]=[CH:23][C:5]2[C:6]3[N:10](CCO[C:4]=2[CH:3]=1)[CH:9]=[C:8]([C:14]1[N:15]([CH:20]([CH3:22])[CH3:21])[N:16]=[C:17]([CH3:19])[N:18]=1)[N:7]=3.Cl.BrC1C=CC(C(N)=N)=C([F:36])C=1.C(=O)([O-])O.[K+].BrCC(C1N(C(C)C)N=C(C)N=1)=O. The catalyst is C1COCC1.O. The product is [Br:1][C:2]1[CH:24]=[CH:23][C:5]([C:6]2[NH:10][CH:9]=[C:8]([C:14]3[N:15]([CH:20]([CH3:22])[CH3:21])[N:16]=[C:17]([CH3:19])[N:18]=3)[N:7]=2)=[C:4]([F:36])[CH:3]=1. The yield is 0.790. (2) The reactants are Cl.C(=[N:15][C:16]1[CH:17]=[CH:18][C:19]([F:33])=[C:20]([C@:22]2([CH3:32])[CH2:27][N:26]3[CH:28]=[CH:29][N:30]=[C:25]3[C:24]([NH2:31])=[N:23]2)[CH:21]=1)(C1C=CC=CC=1)C1C=CC=CC=1. The catalyst is O.C(O)(C)C. The product is [NH2:15][C:16]1[CH:17]=[CH:18][C:19]([F:33])=[C:20]([C@:22]2([CH3:32])[CH2:27][N:26]3[CH:28]=[CH:29][N:30]=[C:25]3[C:24]([NH2:31])=[N:23]2)[CH:21]=1. The yield is 0.580.